This data is from Full USPTO retrosynthesis dataset with 1.9M reactions from patents (1976-2016). The task is: Predict the reactants needed to synthesize the given product. (1) Given the product [C:18]([O:17][C:15]([N:3]1[CH2:4][CH2:5][C:6]2[C:11](=[CH:10][CH:9]=[C:8]([OH:12])[CH:7]=2)[CH2:2]1)=[O:16])([CH3:21])([CH3:20])[CH3:19], predict the reactants needed to synthesize it. The reactants are: Br.[CH2:2]1[C:11]2[C:6](=[CH:7][C:8]([OH:12])=[CH:9][CH:10]=2)[CH2:5][CH2:4][NH:3]1.[OH-].[Na+].[C:15](O[C:15]([O:17][C:18]([CH3:21])([CH3:20])[CH3:19])=[O:16])([O:17][C:18]([CH3:21])([CH3:20])[CH3:19])=[O:16]. (2) Given the product [NH2:32][C:19]1[CH:20]=[C:21]([C:24]2[CH:29]=[CH:28][C:27]([O:30][CH3:31])=[CH:26][CH:25]=2)[CH:22]=[CH:23][C:18]=1[C:16]([NH:15][C@@H:7]([CH:1]1[CH2:6][CH2:5][CH2:4][CH2:3][CH2:2]1)[C:8]([O:10][C:11]([CH3:14])([CH3:13])[CH3:12])=[O:9])=[O:17], predict the reactants needed to synthesize it. The reactants are: [CH:1]1([C@H:7]([NH:15][C:16]([C:18]2[CH:23]=[CH:22][C:21]([C:24]3[CH:29]=[CH:28][C:27]([O:30][CH3:31])=[CH:26][CH:25]=3)=[CH:20][C:19]=2[N+:32]([O-])=O)=[O:17])[C:8]([O:10][C:11]([CH3:14])([CH3:13])[CH3:12])=[O:9])[CH2:6][CH2:5][CH2:4][CH2:3][CH2:2]1. (3) Given the product [C:38]([N:24]1[CH2:25][CH2:26][CH:21]([N:19]2[CH:20]=[C:16]([C:13]3[CH:14]=[N:15][C:10]([NH2:9])=[C:11]([C:29]4[O:30][C:31]5[CH:37]=[CH:36][CH:35]=[CH:34][C:32]=5[N:33]=4)[CH:12]=3)[C:17]([CH:27]=[O:28])=[N:18]2)[CH2:22][CH2:23]1)(=[O:40])[CH3:39], predict the reactants needed to synthesize it. The reactants are: C(N(CC)CC)C.Cl.[NH2:9][C:10]1[N:15]=[CH:14][C:13]([C:16]2[C:17]([CH:27]=[O:28])=[N:18][N:19]([CH:21]3[CH2:26][CH2:25][NH:24][CH2:23][CH2:22]3)[CH:20]=2)=[CH:12][C:11]=1[C:29]1[O:30][C:31]2[CH:37]=[CH:36][CH:35]=[CH:34][C:32]=2[N:33]=1.[C:38](Cl)(=[O:40])[CH3:39].